From a dataset of Full USPTO retrosynthesis dataset with 1.9M reactions from patents (1976-2016). Predict the reactants needed to synthesize the given product. (1) Given the product [CH3:38][C:37]1([CH3:41])[CH2:39][O:40][B:26]([C:7]2[CH:8]=[CH:9][C:10]([CH2:13][NH:14][C:15](=[O:21])[O:16][C:17]([CH3:20])([CH3:19])[CH3:18])=[N:11][CH:12]=2)[O:35][CH2:36]1, predict the reactants needed to synthesize it. The reactants are: [Li]CCCC.Br[C:7]1[CH:8]=[CH:9][C:10]([CH2:13][NH:14][C:15](=[O:21])[O:16][C:17]([CH3:20])([CH3:19])[CH3:18])=[N:11][CH:12]=1.C(O[B:26](OC(C)C)OC(C)C)(C)C.[OH:35][CH2:36][C:37]([CH3:41])([CH2:39][OH:40])[CH3:38]. (2) Given the product [NH2:8][C:9]1[N:10]=[C:11]([C:26]2[CH:27]=[CH:28][CH:29]=[CH:30][CH:31]=2)[C:12]([C:16]2[CH:17]=[CH:18][C:19](=[O:25])[N:20]([CH:22]([CH3:24])[CH3:23])[N:21]=2)=[N:13][C:14]=1[N:3]1[CH:7]=[CH:6][CH:5]=[N:4]1, predict the reactants needed to synthesize it. The reactants are: [H-].[Na+].[NH:3]1[CH:7]=[CH:6][CH:5]=[N:4]1.[NH2:8][C:9]1[N:10]=[C:11]([C:26]2[CH:31]=[CH:30][CH:29]=[CH:28][CH:27]=2)[C:12]([C:16]2[CH:17]=[CH:18][C:19](=[O:25])[N:20]([CH:22]([CH3:24])[CH3:23])[N:21]=2)=[N:13][C:14]=1Br.O.